From a dataset of Reaction yield outcomes from USPTO patents with 853,638 reactions. Predict the reaction yield, written as a fraction of the theoretical maximum amount of product (1.0 means a 100% yield; for example, 0.34 means a 34% yield). (1) The yield is 0.590. No catalyst specified. The reactants are [F:1][C:2]([F:17])([F:16])[C:3]1[N:8]=[CH:7][C:6]([C:9]2[CH:14]=[CH:13][NH:12][C:11](=[O:15])[CH:10]=2)=[CH:5][CH:4]=1.Br[C:19]1[CH:20]=[CH:21][C:22]2[C:23]3[CH2:32][N:31]([C:33]([O:35][C:36]([CH3:39])([CH3:38])[CH3:37])=[O:34])[CH2:30][CH2:29][C:24]=3[N:25]([CH3:28])[C:26]=2[CH:27]=1. The product is [CH3:28][N:25]1[C:26]2[CH:27]=[C:19]([N:12]3[CH:13]=[CH:14][C:9]([C:6]4[CH:7]=[N:8][C:3]([C:2]([F:1])([F:16])[F:17])=[CH:4][CH:5]=4)=[CH:10][C:11]3=[O:15])[CH:20]=[CH:21][C:22]=2[C:23]2[CH2:32][N:31]([C:33]([O:35][C:36]([CH3:39])([CH3:38])[CH3:37])=[O:34])[CH2:30][CH2:29][C:24]1=2. (2) The reactants are [CH2:1]([C:5]1[N:6]=[C:7]([CH3:27])[NH:8][C:9](=[O:26])[C:10]=1[CH2:11][C:12]1[CH:17]=[CH:16][C:15]([C:18]2[C:19]([C:24]#[N:25])=[CH:20][CH:21]=[CH:22][CH:23]=2)=[CH:14][CH:13]=1)[CH2:2][CH2:3][CH3:4].[CH3:28][C:29]1([CH3:32])[CH2:31][O:30]1.C(=O)([O-])[O-].[Cs+].[Cs+].CN(C)C(=O)C. The catalyst is C(OCC)(=O)C. The product is [CH2:1]([C:5]1[N:6]=[C:7]([CH3:27])[N:8]([CH2:28][C:29]([OH:30])([CH3:32])[CH3:31])[C:9](=[O:26])[C:10]=1[CH2:11][C:12]1[CH:17]=[CH:16][C:15]([C:18]2[C:19]([C:24]#[N:25])=[CH:20][CH:21]=[CH:22][CH:23]=2)=[CH:14][CH:13]=1)[CH2:2][CH2:3][CH3:4]. The yield is 0.760.